Dataset: Reaction yield outcomes from USPTO patents with 853,638 reactions. Task: Predict the reaction yield, written as a fraction of the theoretical maximum amount of product (1.0 means a 100% yield; for example, 0.34 means a 34% yield). (1) The reactants are [CH3:1][O:2][C:3]([C:5]1[S:6][C:7]([CH:13]=[O:14])=[CH:8][C:9]=1[CH:10]([CH3:12])[CH3:11])=[O:4].CC(=CC)C.[Cl-].[Na+].[O:22]1CCOCC1. The catalyst is O. The product is [CH3:1][O:2][C:3]([C:5]1[S:6][C:7]([C:13]([OH:22])=[O:14])=[CH:8][C:9]=1[CH:10]([CH3:11])[CH3:12])=[O:4]. The yield is 0.820. (2) The reactants are [NH:1]1[CH2:5][CH2:4][C@H:3]([OH:6])[CH2:2]1.[C:7]1([CH3:17])[CH:12]=[CH:11][C:10]([S:13](Cl)(=[O:15])=[O:14])=[CH:9][CH:8]=1.[OH-:18].[Na+].[OH2:20]. The catalyst is C1(C)C=CC=CC=1.[Br-].C([N+](CCCC)(CCCC)CCCC)CCC. The product is [S:13]([N:1]1[CH2:5][CH2:4][C@H:3]([O:6][S:13]([C:10]2[CH:11]=[CH:12][C:7]([CH3:17])=[CH:8][CH:9]=2)(=[O:20])=[O:18])[CH2:2]1)([C:10]1[CH:11]=[CH:12][C:7]([CH3:17])=[CH:8][CH:9]=1)(=[O:15])=[O:14]. The yield is 0.940. (3) The reactants are CN(C(ON1N=NC2C=CC=NC1=2)=[N+](C)C)C.F[P-](F)(F)(F)(F)F.[F:25][C:26]1[CH:27]=[C:28]([NH:36][C:37]([C@H:39]2[C:48]3[C:43](=[CH:44][C:45]([O:49][CH3:50])=[CH:46][CH:47]=3)[CH2:42][CH2:41][NH:40]2)=[O:38])[CH:29]=[CH:30][C:31]=1[Si:32]([CH3:35])([CH3:34])[CH3:33].CCN(C(C)C)C(C)C.[C:60]([O:64][C:65](=[O:74])[CH2:66][C@@H:67]1[CH2:70][C@H:69]([C:71](O)=[O:72])[CH2:68]1)([CH3:63])([CH3:62])[CH3:61]. The catalyst is CN(C=O)C.O. The product is [F:25][C:26]1[CH:27]=[C:28]([NH:36][C:37]([C@H:39]2[C:48]3[C:43](=[CH:44][C:45]([O:49][CH3:50])=[CH:46][CH:47]=3)[CH2:42][CH2:41][N:40]2[C:71]([C@@H:69]2[CH2:68][C@H:67]([CH2:66][C:65]([O:64][C:60]([CH3:63])([CH3:62])[CH3:61])=[O:74])[CH2:70]2)=[O:72])=[O:38])[CH:29]=[CH:30][C:31]=1[Si:32]([CH3:33])([CH3:35])[CH3:34]. The yield is 0.880. (4) The reactants are [Cl:1][C:2]1[CH:3]=[C:4]([NH:8][C:9]2[C:10](=[O:26])[N:11]([CH2:24][CH3:25])[N:12]=[C:13]([C:18]3[CH:23]=[CH:22][CH:21]=[CH:20][CH:19]=3)[C:14]=2[CH:15]([OH:17])[CH3:16])[CH:5]=[CH:6][CH:7]=1.[CH3:27]O. The catalyst is O. The product is [Cl:1][C:2]1[CH:3]=[C:4]([NH:8][C:9]2[C:10](=[O:26])[N:11]([CH2:24][CH3:25])[N:12]=[C:13]([C:18]3[CH:19]=[CH:20][CH:21]=[CH:22][CH:23]=3)[C:14]=2[CH:15]([O:17][CH3:27])[CH3:16])[CH:5]=[CH:6][CH:7]=1. The yield is 0.960. (5) The product is [CH3:12][C@H:7]1[C:8](=[O:9])[O:10][CH2:11][C:16]([CH3:19])([CH3:17])[NH:15]1. The reactants are FC(F)(F)S(O[C@H:7]([CH3:12])[C:8]([O:10][CH3:11])=[O:9])(=O)=O.[NH2:15][C:16](C)([CH3:19])[CH2:17]O.C([O-])(O)=O.[Na+].CCOC(C)=O. The catalyst is C(Cl)Cl. The yield is 0.630. (6) The reactants are [Cl:1][C:2]1[N:11]=[C:10](Cl)[C:9]2[C:4](=[CH:5][CH:6]=[CH:7][CH:8]=2)[N:3]=1.[NH2:13][CH2:14][C:15]1([NH2:19])[CH2:18][O:17][CH2:16]1.C(N(CC)CC)C. The catalyst is CO. The product is [NH2:19][C:15]1([CH2:14][NH:13][C:10]2[C:9]3[C:4](=[CH:5][CH:6]=[CH:7][CH:8]=3)[N:3]=[C:2]([Cl:1])[N:11]=2)[CH2:18][O:17][CH2:16]1. The yield is 0.920. (7) The reactants are [CH2:1]([O:8][C:9](=[O:16])[C@@H:10]([CH2:12][CH:13]([CH3:15])[CH3:14])[NH2:11])[C:2]1[CH:7]=[CH:6][CH:5]=[CH:4][CH:3]=1.[CH2:17]1[CH2:23][S:20](=[O:22])(=[O:21])[O:19][CH2:18]1. The catalyst is C(#N)C.CO. The product is [CH2:1]([O:8][C:9]([C@H:10]([NH:11][CH2:18][CH2:17][CH2:23][S:20]([OH:22])(=[O:21])=[O:19])[CH2:12][CH:13]([CH3:14])[CH3:15])=[O:16])[C:2]1[CH:7]=[CH:6][CH:5]=[CH:4][CH:3]=1. The yield is 0.490.